Dataset: Retrosynthesis with 50K atom-mapped reactions and 10 reaction types from USPTO. Task: Predict the reactants needed to synthesize the given product. (1) Given the product CC(=O)c1ccc(-c2ccc(N)cc2)o1, predict the reactants needed to synthesize it. The reactants are: CC(=O)c1ccc(-c2ccc([N+](=O)[O-])cc2)o1. (2) Given the product CC(C)(C)OC(=O)N1CCC(O)(CCN)CC1, predict the reactants needed to synthesize it. The reactants are: CC(C)(C)OC(=O)N1CCC(O)(CC#N)CC1. (3) Given the product CCn1nc(Cc2c(Cl)cncc2Cl)c2ccc(OC)cc2c1=O, predict the reactants needed to synthesize it. The reactants are: CCI.COc1ccc2c(Cc3c(Cl)cncc3Cl)n[nH]c(=O)c2c1.